Predict the reactants needed to synthesize the given product. From a dataset of Full USPTO retrosynthesis dataset with 1.9M reactions from patents (1976-2016). (1) Given the product [C:1]([C:3]1[CH:4]=[C:5]([S:10]([NH2:14])(=[O:12])=[O:11])[CH:6]=[CH:7][C:8]=1[F:9])#[N:2], predict the reactants needed to synthesize it. The reactants are: [C:1]([C:3]1[CH:4]=[C:5]([S:10](Cl)(=[O:12])=[O:11])[CH:6]=[CH:7][C:8]=1[F:9])#[N:2].[NH3:14]. (2) Given the product [Cl:39][C:40]1[CH:45]=[C:44]([Cl:46])[CH:43]=[CH:42][C:41]=1[S:47]([NH:1][C@@H:2]([CH2:30][OH:31])[C:3]([N:5]1[CH2:10][CH2:9][N:8]([C:11]([C@@H:13]([NH:18][C:19]([C:21]2[S:22][C:23]3[CH:29]=[CH:28][CH:27]=[CH:26][C:24]=3[CH:25]=2)=[O:20])[CH2:14][CH:15]([CH3:17])[CH3:16])=[O:12])[CH2:7][CH2:6]1)=[O:4])(=[O:49])=[O:48], predict the reactants needed to synthesize it. The reactants are: [NH2:1][C@@H:2]([CH2:30][OH:31])[C:3]([N:5]1[CH2:10][CH2:9][N:8]([C:11]([C@@H:13]([NH:18][C:19]([C:21]2[S:22][C:23]3[CH:29]=[CH:28][CH:27]=[CH:26][C:24]=3[CH:25]=2)=[O:20])[CH2:14][CH:15]([CH3:17])[CH3:16])=[O:12])[CH2:7][CH2:6]1)=[O:4].C(N(CC)CC)C.[Cl:39][C:40]1[CH:45]=[C:44]([Cl:46])[CH:43]=[CH:42][C:41]=1[S:47](Cl)(=[O:49])=[O:48].